This data is from Full USPTO retrosynthesis dataset with 1.9M reactions from patents (1976-2016). The task is: Predict the reactants needed to synthesize the given product. Given the product [CH2:1]([C:4]1[C:9]([C:10]([F:12])([F:13])[F:11])=[CH:8][CH:7]=[CH:6][C:5]=1[OH:14])[CH2:2][CH3:3], predict the reactants needed to synthesize it. The reactants are: [CH2:1]([C:4]1[C:9]([C:10]([F:13])([F:12])[F:11])=[CH:8][CH:7]=[CH:6][C:5]=1[OH:14])[CH:2]=[CH2:3].[H][H].